This data is from Forward reaction prediction with 1.9M reactions from USPTO patents (1976-2016). The task is: Predict the product of the given reaction. (1) The product is: [NH2:17][CH2:16][C:8]1[C:9]2[CH2:13][O:12][B:11]([OH:14])[C:10]=2[CH:15]=[C:6]([O:5][CH2:4][C:3]([NH:26][C:27](=[O:39])[C:28]2[CH:33]=[CH:32][C:31]([O:34][C:35]([F:38])([F:36])[F:37])=[CH:30][CH:29]=2)([C:1]#[N:2])[CH3:25])[CH:7]=1.[NH2:2][C:1](=[O:41])[C:3]([NH:26][C:27](=[O:39])[C:28]1[CH:29]=[CH:30][C:31]([O:34][C:35]([F:36])([F:38])[F:37])=[CH:32][CH:33]=1)([CH3:25])[CH2:4][O:5][C:6]1[CH:7]=[C:8]([CH2:16][NH2:17])[C:9]2[CH2:13][O:12][B:11]([OH:14])[C:10]=2[CH:15]=1. Given the reactants [C:1]([C:3]([NH:26][C:27](=[O:39])[C:28]1[CH:33]=[CH:32][C:31]([O:34][C:35]([F:38])([F:37])[F:36])=[CH:30][CH:29]=1)([CH3:25])[CH2:4][O:5][C:6]1[CH:7]=[C:8]([CH2:16][NH:17]C(=O)OC(C)(C)C)[C:9]2[CH2:13][O:12][B:11]([OH:14])[C:10]=2[CH:15]=1)#[N:2].C(O)(C(F)(F)F)=[O:41], predict the reaction product. (2) The product is: [Cl:37][C:34]1[CH:35]=[CH:36][C:31]([N:24]([CH2:23][C@@H:10]2[C@@H:11]([O:13][C:14]3[CH:19]=[CH:18][CH:17]=[C:16]([CH:20]([CH3:22])[CH3:21])[CH:15]=3)[CH2:12][NH:8][CH2:9]2)[C:25]2[CH:26]=[CH:27][CH:28]=[CH:29][CH:30]=2)=[CH:32][CH:33]=1. Given the reactants C(OC([N:8]1[CH2:12][C@H:11]([O:13][C:14]2[CH:19]=[CH:18][CH:17]=[C:16]([CH:20]([CH3:22])[CH3:21])[CH:15]=2)[C@H:10]([CH2:23][N:24]([C:31]2[CH:36]=[CH:35][C:34]([Cl:37])=[CH:33][CH:32]=2)[C:25]2[CH:30]=[CH:29][CH:28]=[CH:27][CH:26]=2)[CH2:9]1)=O)(C)(C)C, predict the reaction product. (3) Given the reactants [C:1]1([C:7](=O)[CH2:8][OH:9])[CH:6]=[CH:5][CH:4]=[CH:3][CH:2]=1.[S-:11][C:12]#[N:13].[K+], predict the reaction product. The product is: [C:1]1([C:7]2[NH:13][C:12](=[S:11])[O:9][CH:8]=2)[CH:6]=[CH:5][CH:4]=[CH:3][CH:2]=1. (4) Given the reactants C([Sn](CCCC)(CCCC)[C:6]1[CH:11]=[CH:10][CH:9]=[CH:8][N:7]=1)CCC.I[C:21]1[CH:22]=[C:23]([CH:38]=[CH:39][CH:40]=1)[CH:24]=[C:25]1[CH2:30][CH2:29][N:28]([C:31]([O:33][C:34]([CH3:37])([CH3:36])[CH3:35])=[O:32])[CH2:27][CH2:26]1, predict the reaction product. The product is: [N:7]1[CH:8]=[CH:9][CH:10]=[CH:11][C:6]=1[C:21]1[CH:22]=[C:23]([CH:38]=[CH:39][CH:40]=1)[CH:24]=[C:25]1[CH2:30][CH2:29][N:28]([C:31]([O:33][C:34]([CH3:37])([CH3:36])[CH3:35])=[O:32])[CH2:27][CH2:26]1. (5) Given the reactants [Li+].CC([N-]C(C)C)C.[Br:9][C:10]1[CH:11]=[N:12][CH:13]=[C:14]([Cl:16])[CH:15]=1.[CH:17](OCC)=[O:18].C([O-])(O)=O.[Na+], predict the reaction product. The product is: [Br:9][C:10]1[CH:11]=[N:12][CH:13]=[C:14]([Cl:16])[C:15]=1[CH:17]=[O:18].